This data is from Full USPTO retrosynthesis dataset with 1.9M reactions from patents (1976-2016). The task is: Predict the reactants needed to synthesize the given product. (1) Given the product [NH2:28][C:25]1[CH:26]=[CH:27][C:22]([N:12]2[CH:13]([C:14]3[CH:19]=[CH:18][CH:17]=[C:16]([O:20][CH3:21])[CH:15]=3)[CH:10]([CH2:9][CH2:8][CH:7]([O:6][Si:5]([C:1]([CH3:3])([CH3:2])[CH3:4])([CH3:38])[CH3:39])[C:32]3[CH:33]=[CH:34][CH:35]=[CH:36][CH:37]=3)[C:11]2=[O:31])=[CH:23][CH:24]=1, predict the reactants needed to synthesize it. The reactants are: [C:1]([Si:5]([CH3:39])([CH3:38])[O:6][CH:7]([C:32]1[CH:37]=[CH:36][CH:35]=[CH:34][CH:33]=1)[CH2:8][CH2:9][CH:10]1[CH:13]([C:14]2[CH:19]=[CH:18][CH:17]=[C:16]([O:20][CH3:21])[CH:15]=2)[N:12]([C:22]2[CH:27]=[CH:26][C:25]([N+:28]([O-])=O)=[CH:24][CH:23]=2)[C:11]1=[O:31])([CH3:4])([CH3:3])[CH3:2].[H][H]. (2) The reactants are: [Cl:1][C:2]1[CH:3]=[C:4]([CH:7]=[CH:8][C:9]=1[C:10]1[CH:19]=[CH:18][C:17]2[C:12](=[CH:13][CH:14]=[C:15]([OH:20])[CH:16]=2)[N:11]=1)[C:5]#[N:6].[N-:21]=[N+:22]=[N-:23].[Na+].[Li+].[Cl-]. Given the product [Cl:1][C:2]1[CH:3]=[C:4]([C:5]2[N:21]=[N:22][NH:23][N:6]=2)[CH:7]=[CH:8][C:9]=1[C:10]1[CH:19]=[CH:18][C:17]2[C:12](=[CH:13][CH:14]=[C:15]([OH:20])[CH:16]=2)[N:11]=1, predict the reactants needed to synthesize it. (3) Given the product [I-:1].[CH:3]1([CH2:2][P+:14]([C:15]2[CH:16]=[CH:17][CH:18]=[CH:19][CH:20]=2)([C:21]2[CH:26]=[CH:25][CH:24]=[CH:23][CH:22]=2)[C:8]2[CH:9]=[CH:10][CH:11]=[CH:12][CH:13]=2)[CH2:7][CH2:6][CH2:5][CH2:4]1, predict the reactants needed to synthesize it. The reactants are: [I:1][CH2:2][CH:3]1[CH2:7][CH2:6][CH2:5][CH2:4]1.[C:8]1([P:14]([C:21]2[CH:26]=[CH:25][CH:24]=[CH:23][CH:22]=2)[C:15]2[CH:20]=[CH:19][CH:18]=[CH:17][CH:16]=2)[CH:13]=[CH:12][CH:11]=[CH:10][CH:9]=1. (4) Given the product [C:32]1([C:38]2[C:42]3[C:43]([C:47]4[CH:51]=[N:50][NH:49][CH:48]=4)=[N:44][CH:45]=[CH:46][C:41]=3[O:40][C:39]=2[C:52]2[CH:53]=[CH:54][C:55]([C:58]3([NH2:62])[CH2:61][CH2:60][CH2:59]3)=[CH:56][CH:57]=2)[CH:37]=[CH:36][CH:35]=[CH:34][CH:33]=1, predict the reactants needed to synthesize it. The reactants are: NC1(C2C=CC(C3OC4N=C(N(C)C)N=C(OC)C=4C=3C3C=CC=CC=3)=CC=2)CCC1.[C:32]1([C:38]2[C:42]3[C:43]([C:47]4[CH:48]=[N:49][NH:50][CH:51]=4)=[N:44][CH:45]=[CH:46][C:41]=3[O:40][C:39]=2[C:52]2[CH:57]=[CH:56][C:55]([C:58]3([NH:62]C(=O)OC(C)(C)C)[CH2:61][CH2:60][CH2:59]3)=[CH:54][CH:53]=2)[CH:37]=[CH:36][CH:35]=[CH:34][CH:33]=1.